From a dataset of Catalyst prediction with 721,799 reactions and 888 catalyst types from USPTO. Predict which catalyst facilitates the given reaction. (1) Reactant: [CH:1]1[CH:6]=[N:5][CH:4]=[C:3]([CH2:7][C:8]([P:14]([OH:17])([OH:16])=[O:15])([P:10]([OH:13])([OH:12])=[O:11])[OH:9])[CH:2]=1.[OH-].[Ca+2:19].[OH-]. Product: [Ca:19].[CH:1]1[CH:6]=[N:5][CH:4]=[C:3]([CH2:7][C:8]([P:10]([OH:12])([OH:13])=[O:11])([P:14]([OH:17])([OH:16])=[O:15])[OH:9])[CH:2]=1. The catalyst class is: 6. (2) Reactant: [Cl:1][C:2]1[CH:7]=[CH:6][C:5]([CH2:8][N:9]2[CH2:13][CH2:12][NH:11][C:10]2=[CH:14][N+:15]([O-:17])=[O:16])=[CH:4][N:3]=1.[CH:18](=[O:24])[CH2:19][CH2:20][CH2:21][CH:22]=O.Cl. Product: [Cl:1][C:2]1[N:3]=[CH:4][C:5]([CH2:8][N:9]2[C:10]3=[C:14]([N+:15]([O-:17])=[O:16])[CH:22]4[O:24][CH:18]([N:11]3[CH2:12][CH2:13]2)[CH2:19][CH2:20][CH2:21]4)=[CH:6][CH:7]=1. The catalyst class is: 10.